From a dataset of Catalyst prediction with 721,799 reactions and 888 catalyst types from USPTO. Predict which catalyst facilitates the given reaction. (1) Reactant: [CH:1]([C:3]1[N:4]=[N:5][C:6]2[CH2:7][CH2:8][CH2:9][CH2:10][C:11]=2[CH:12]=1)=C.I([O-])(=O)(=O)=[O:14].[Na+]. Product: [N:5]1[C:6]2[CH2:7][CH2:8][CH2:9][CH2:10][C:11]=2[CH:12]=[C:3]([CH:1]=[O:14])[N:4]=1. The catalyst class is: 785. (2) Reactant: [CH2:1]([O:3][C:4]1[CH:9]=[CH:8][CH:7]=[CH:6][C:5]=1[C:10]1[CH:15]=[CH:14][C:13]([C:16]#[N:17])=[CH:12][C:11]=1[N+:18]([O-])=O)[CH3:2].B.C1COCC1.O.C1COCC1. Product: [NH2:17][CH2:16][C:13]1[CH:14]=[CH:15][C:10]([C:5]2[CH:6]=[CH:7][CH:8]=[CH:9][C:4]=2[O:3][CH2:1][CH3:2])=[C:11]([NH2:18])[CH:12]=1. The catalyst class is: 1. (3) Reactant: Cl[Si:2]([CH:15]([CH3:17])[CH3:16])([CH:12]([CH3:14])[CH3:13])[O:3][Si:4](Cl)([CH:8]([CH3:10])[CH3:9])[CH:5]([CH3:7])[CH3:6].[CH2:18]([O:25][C@H:26]1[C:30](=[CH2:31])[C@H:29]([CH2:32][OH:33])[C@H:28]([OH:34])[C@@H:27]1[OH:35])[C:19]1[CH:24]=[CH:23][CH:22]=[CH:21][CH:20]=1. Product: [CH2:18]([O:25][C@@H:26]1[C@@H:27]([OH:35])[C@@H:28]2[O:34][Si:2]([CH:15]([CH3:17])[CH3:16])([CH:12]([CH3:14])[CH3:13])[O:3][Si:4]([CH:8]([CH3:10])[CH3:9])([CH:5]([CH3:7])[CH3:6])[O:33][CH2:32][C@H:29]2[C:30]1=[CH2:31])[C:19]1[CH:20]=[CH:21][CH:22]=[CH:23][CH:24]=1. The catalyst class is: 17. (4) Reactant: [CH3:1][C:2]([N+:15]([O-:17])=[O:16])([CH3:14])[CH2:3][C:4]1[N:8]2[CH:9]=[CH:10][CH:11]=[C:12]([OH:13])[C:7]2=[N:6][CH:5]=1.Cl[CH2:19][C:20]([O:22][C:23]([CH3:26])([CH3:25])[CH3:24])=[O:21].C(=O)([O-])[O-].[K+].[K+].[I-].[K+]. Product: [CH3:14][C:2]([N+:15]([O-:17])=[O:16])([CH3:1])[CH2:3][C:4]1[N:8]2[CH:9]=[CH:10][CH:11]=[C:12]([O:13][CH2:19][C:20]([O:22][C:23]([CH3:26])([CH3:25])[CH3:24])=[O:21])[C:7]2=[N:6][CH:5]=1. The catalyst class is: 131. (5) Reactant: [H-].[Al+3].[Li+].[H-].[H-].[H-].[N:7]1[CH:12]=[CH:11][C:10]([C:13]2[C:14]([C:26]3[CH:27]=[C:28]([CH:31]=[CH:32][CH:33]=3)[C:29]#[N:30])=[N:15][N:16]([CH2:18][O:19][CH2:20][CH2:21][Si:22]([CH3:25])([CH3:24])[CH3:23])[CH:17]=2)=[CH:9][CH:8]=1. Product: [N:7]1[CH:8]=[CH:9][C:10]([C:13]2[C:14]([C:26]3[CH:27]=[C:28]([CH:31]=[CH:32][CH:33]=3)[CH2:29][NH2:30])=[N:15][N:16]([CH2:18][O:19][CH2:20][CH2:21][Si:22]([CH3:25])([CH3:23])[CH3:24])[CH:17]=2)=[CH:11][CH:12]=1. The catalyst class is: 1. (6) Reactant: [Si]([O:8][C@@H:9]1[CH2:36][C:14]2[N:15]([CH3:35])[C:16](=[O:34])[C:17]([NH:19][C:20]3[CH:25]=[CH:24][C:23]([C:26]([N:28]4[CH2:33][CH2:32][O:31][CH2:30][CH2:29]4)=[O:27])=[CH:22][N:21]=3)=[CH:18][C:13]=2[C:12]2[CH:37]=[CH:38][CH:39]=[C:40]([N:41]3[N:50]=[CH:49][C:48]4[C:43](=[C:44]([F:55])[CH:45]=[C:46]([C:51]([CH3:54])([CH3:53])[CH3:52])[CH:47]=4)[C:42]3=[O:56])[C:11]=2[CH2:10]1)(C(C)(C)C)(C)C.C1COCC1.[F-].C([N+](CCCC)(CCCC)CCCC)CCC.O. Product: [C:51]([C:46]1[CH:47]=[C:48]2[C:43](=[C:44]([F:55])[CH:45]=1)[C:42](=[O:56])[N:41]([C:40]1[C:11]3[CH2:10][C@H:9]([OH:8])[CH2:36][C:14]4[N:15]([CH3:35])[C:16](=[O:34])[C:17]([NH:19][C:20]5[CH:25]=[CH:24][C:23]([C:26]([N:28]6[CH2:29][CH2:30][O:31][CH2:32][CH2:33]6)=[O:27])=[CH:22][N:21]=5)=[CH:18][C:13]=4[C:12]=3[CH:37]=[CH:38][CH:39]=1)[N:50]=[CH:49]2)([CH3:54])([CH3:52])[CH3:53]. The catalyst class is: 363.